From a dataset of Forward reaction prediction with 1.9M reactions from USPTO patents (1976-2016). Predict the product of the given reaction. (1) The product is: [Cl:24][C:19]1[CH:18]=[C:17]([C:10]2([C:13]([F:16])([F:15])[F:14])[CH2:9][C:8]([C:5]3[CH:6]=[CH:7][C:2]([CH:26]=[O:27])=[C:3]([CH3:25])[CH:4]=3)=[N:12][CH2:11]2)[CH:22]=[C:21]([Cl:23])[CH:20]=1. Given the reactants Br[C:2]1[CH:7]=[CH:6][C:5]([C:8]2[CH2:9][C:10]([C:17]3[CH:22]=[C:21]([Cl:23])[CH:20]=[C:19]([Cl:24])[CH:18]=3)([C:13]([F:16])([F:15])[F:14])[CH2:11][N:12]=2)=[CH:4][C:3]=1[CH3:25].[C:26]([O-])([O-])=[O:27].[Na+].[Na+].C([SiH](CC)CC)C, predict the reaction product. (2) Given the reactants [OH:1]N1C(=O)CCC1=O.[CH2:9]([C:11]1[CH:16]=[CH:15][CH:14]=[CH:13][CH:12]=1)[CH3:10].O=O, predict the reaction product. The product is: [C:9]([C:11]1[CH:16]=[CH:15][CH:14]=[CH:13][CH:12]=1)(=[O:1])[CH3:10]. (3) Given the reactants Cl.[NH2:2][CH2:3][CH2:4][C:5]([O:7][CH3:8])=[O:6].CCN(CC)CC.Cl[C:17]1[C:26]2[C:21](=[N:22][CH:23]=[CH:24][N:25]=2)[CH:20]=[C:19]([Cl:27])[N:18]=1, predict the reaction product. The product is: [Cl:27][C:19]1[N:18]=[C:17]([NH:2][CH2:3][CH2:4][C:5]([O:7][CH3:8])=[O:6])[C:26]2[C:21](=[N:22][CH:23]=[CH:24][N:25]=2)[CH:20]=1. (4) Given the reactants C([O:5][C:6](=[O:17])[CH2:7][O:8][C:9]1[CH:14]=[CH:13][C:12]([Cl:15])=[CH:11][C:10]=1Br)(C)(C)C.[F:18][C:19]1(C#C)C=C[CH:22]=[CH:21][CH2:20]1.C(N([CH2:32][CH3:33])CC)C.[CH3:34][C:35]#N, predict the reaction product. The product is: [Cl:15][C:12]1[CH:13]=[CH:14][C:9]([O:8][CH2:7][C:6]([OH:5])=[O:17])=[C:10]([C:34]#[C:35][C:33]2[CH:32]=[CH:22][CH:21]=[CH:20][C:19]=2[F:18])[CH:11]=1. (5) Given the reactants [CH2:1]([O:3][C:4](=[O:17])/[CH:5]=[CH:6]/[C:7]1[CH:12]=[CH:11][C:10]([N+:13]([O-:15])=[O:14])=[C:9]([Br:16])[CH:8]=1)[CH3:2].[Br-].[CH2:19]([S+]1CCCC1)[C:20]1[CH:25]=[CH:24][CH:23]=[CH:22][CH:21]=1.[SH3+].C1OCCOCCOCCOC1.[Li+].C[Si]([N-][Si](C)(C)C)(C)C, predict the reaction product. The product is: [CH2:1]([O:3][C:4]([C@@H:5]1[C@H:19]([C:20]2[CH:25]=[CH:24][CH:23]=[CH:22][CH:21]=2)[C@H:6]1[C:7]1[CH:12]=[CH:11][C:10]([N+:13]([O-:15])=[O:14])=[C:9]([Br:16])[CH:8]=1)=[O:17])[CH3:2]. (6) Given the reactants [NH2:1][C:2]1[C:11]2[C:6](=[CH:7][C:8]([CH2:12][N:13]3[CH2:18][CH2:17][NH:16][CH:15]([CH2:19][CH2:20][CH3:21])[C:14]3=[O:22])=[CH:9][CH:10]=2)[N:5]=[CH:4][N:3]=1.[Cl:23][C:24]1[S:28][C:27]([O:29][CH2:30][C:31](O)=[O:32])=[CH:26][CH:25]=1, predict the reaction product. The product is: [NH2:1][C:2]1[C:11]2[C:6](=[CH:7][C:8]([CH2:12][N:13]3[CH2:18][CH2:17][N:16]([C:31](=[O:32])[CH2:30][O:29][C:27]4[S:28][C:24]([Cl:23])=[CH:25][CH:26]=4)[C@@H:15]([CH2:19][CH2:20][CH3:21])[C:14]3=[O:22])=[CH:9][CH:10]=2)[N:5]=[CH:4][N:3]=1.